From a dataset of Reaction yield outcomes from USPTO patents with 853,638 reactions. Predict the reaction yield, written as a fraction of the theoretical maximum amount of product (1.0 means a 100% yield; for example, 0.34 means a 34% yield). (1) The reactants are [Cl:1][C:2]1[CH:3]=[CH:4][C:5]2[S:9][C:8](=[O:10])[NH:7][C:6]=2[CH:11]=1.Br[CH2:13][CH2:14][O:15][CH3:16]. The catalyst is ClC1C=C(C)C2OC(=O)NC=2C=1. The product is [Cl:1][C:2]1[CH:3]=[CH:4][C:5]2[S:9][C:8](=[O:10])[N:7]([CH2:13][CH2:14][O:15][CH3:16])[C:6]=2[CH:11]=1. The yield is 0.890. (2) The reactants are [CH3:1][C:2]1[O:6][C:5]([CH:7]([NH2:13])[C:8]2([CH3:12])[CH2:11][O:10][CH2:9]2)=[CH:4][CH:3]=1.C([O:16][C:17]1[C:20](=[O:21])[C:19](=O)[C:18]=1[NH:23][C:24]1[C:25]([OH:33])=[C:26]([CH:30]=[CH:31][CH:32]=1)[C:27]([OH:29])=[O:28])C. The catalyst is CO. The product is [OH:33][C:25]1[C:24]([NH:23][C:18]2[C:17](=[O:16])[C:20](=[O:21])[C:19]=2[NH:13][CH:7]([C:5]2[O:6][C:2]([CH3:1])=[CH:3][CH:4]=2)[C:8]2([CH3:12])[CH2:9][O:10][CH2:11]2)=[CH:32][CH:31]=[CH:30][C:26]=1[C:27]([OH:29])=[O:28]. The yield is 0.440. (3) The reactants are Br[C:2]1[CH:7]=[N:6][C:5]([Br:8])=[CH:4][N:3]=1.[Cl:9][C:10]1[CH:15]=[C:14]([OH:16])[CH:13]=[CH:12][N:11]=1.C([O-])([O-])=O.[Cs+].[Cs+].O. The catalyst is CN(C=O)C. The product is [Br:8][C:5]1[CH:4]=[N:3][C:2]([O:16][C:14]2[CH:13]=[CH:12][N:11]=[C:10]([Cl:9])[CH:15]=2)=[CH:7][N:6]=1. The yield is 0.840. (4) The reactants are Br[C:2]1[C:3]([F:36])=[C:4]([CH:12]2[C:17]3([C:25]4[C:20](=[CH:21][C:22]([Cl:26])=[CH:23][CH:24]=4)[NH:19][C:18]3=[O:27])[CH:16]([C:28]3[CH:33]=[CH:32][CH:31]=[C:30]([Cl:34])[CH:29]=3)[CH2:15][C:14](=[O:35])[NH:13]2)[C:5]([O:8][CH2:9][CH2:10][OH:11])=[CH:6][CH:7]=1.[C:37]([Si:39]([CH3:42])([CH3:41])[CH3:40])#[CH:38].C(N(CC)CC)C. The catalyst is CN(C)C=O.O. The product is [Cl:26][C:22]1[CH:21]=[C:20]2[NH:19][C:18](=[O:27])[C:17]3([CH:16]([C:28]4[CH:33]=[CH:32][CH:31]=[C:30]([Cl:34])[CH:29]=4)[CH2:15][C:14](=[O:35])[NH:13][CH:12]3[C:4]3[C:5]([O:8][CH2:9][CH2:10][OH:11])=[CH:6][CH:7]=[C:2]([C:38]#[C:37][Si:39]([CH3:42])([CH3:41])[CH3:40])[C:3]=3[F:36])[C:25]2=[CH:24][CH:23]=1. The yield is 0.406. (5) The reactants are [C:1]([C:3]1[C:11]2[C:6](=[CH:7][C:8]([O:12][CH3:13])=[CH:9][CH:10]=2)[N:5]([CH2:14][CH3:15])[C:4]=1[C:16]1[CH:24]=[CH:23][C:19]([C:20](O)=[O:21])=[CH:18][CH:17]=1)#[N:2].CN(C=O)C.C(Cl)(=O)C(Cl)=O.[NH:36]1[CH2:41][CH2:40][O:39][CH2:38][CH2:37]1. The catalyst is C(Cl)Cl. The product is [CH2:14]([N:5]1[C:6]2[C:11](=[CH:10][CH:9]=[C:8]([O:12][CH3:13])[CH:7]=2)[C:3]([C:1]#[N:2])=[C:4]1[C:16]1[CH:24]=[CH:23][C:19]([C:20]([N:36]2[CH2:41][CH2:40][O:39][CH2:38][CH2:37]2)=[O:21])=[CH:18][CH:17]=1)[CH3:15]. The yield is 0.900. (6) The reactants are CC1(C)[O:9][C:7](=[O:8])[CH2:6][C:4](=[O:5])O1.[C:11]1([CH2:17][C:18](Cl)=O)[CH:16]=[CH:15][CH:14]=[CH:13][CH:12]=1.CO[CH:23](OC)[N:24](C)C.CO. The catalyst is ClCCl. The product is [O:5]=[C:4]1[C:17]([C:11]2[CH:16]=[CH:15][CH:14]=[CH:13][CH:12]=2)=[CH:18][NH:24][CH:23]=[C:6]1[C:7]([OH:9])=[O:8]. The yield is 0.210.